Predict which catalyst facilitates the given reaction. From a dataset of Catalyst prediction with 721,799 reactions and 888 catalyst types from USPTO. (1) Reactant: [Cl:1][C:2]1[CH:10]=[C:9]([Cl:11])[CH:8]=[CH:7][C:3]=1[C:4](Cl)=[O:5].C(N(C(C)C)CC)(C)C.[F:21][C:22]([F:31])([F:30])[C:23]1[CH:28]=[CH:27][C:26]([NH2:29])=[CH:25][CH:24]=1. Product: [Cl:1][C:2]1[CH:10]=[C:9]([Cl:11])[CH:8]=[CH:7][C:3]=1[C:4]([NH:29][C:26]1[CH:27]=[CH:28][C:23]([C:22]([F:21])([F:30])[F:31])=[CH:24][CH:25]=1)=[O:5]. The catalyst class is: 7. (2) Reactant: [CH3:1][O:2][C:3]1[CH:32]=[C:31]([O:33][CH3:34])[CH:30]=[CH:29][C:4]=1[CH2:5][NH:6][C:7]([CH:9]1[N:20]([C:21]2([CH2:26]O)[CH2:25][CH2:24][CH2:23][CH2:22]2)[C:13]2[N:14]=[C:15]([S:18][CH3:19])[N:16]=[CH:17][C:12]=2[C:11](=[O:28])[CH2:10]1)=[O:8].C(N(CC)CC)C.CS(Cl)(=O)=O. Product: [CH3:1][O:2][C:3]1[CH:32]=[C:31]([O:33][CH3:34])[CH:30]=[CH:29][C:4]=1[CH2:5][N:6]1[CH2:26][C:21]2([CH2:22][CH2:23][CH2:24][CH2:25]2)[N:20]2[CH:9]([CH2:10][C:11](=[O:28])[C:12]3[CH:17]=[N:16][C:15]([S:18][CH3:19])=[N:14][C:13]=32)[C:7]1=[O:8]. The catalyst class is: 2. (3) Product: [CH3:39][C:8]1[CH:9]=[C:10]([S:13][C:14]2[CH:19]=[C:18]([C:20]#[C:21][CH2:22][C:23]3[CH:28]=[CH:27][CH:26]=[CH:25][CH:24]=3)[CH:17]=[C:16]([O:29][CH2:30][CH2:31][CH2:32][N:33]3[CH2:34][CH2:35][O:36][CH2:37][CH2:38]3)[CH:15]=2)[CH:11]=[CH:12][C:7]=1[O:6][CH2:5][C:4]([OH:40])=[O:3]. Reactant: C([O:3][C:4](=[O:40])[CH2:5][O:6][C:7]1[CH:12]=[CH:11][C:10]([S:13][C:14]2[CH:19]=[C:18]([C:20]#[C:21][CH2:22][C:23]3[CH:28]=[CH:27][CH:26]=[CH:25][CH:24]=3)[CH:17]=[C:16]([O:29][CH2:30][CH2:31][CH2:32][N:33]3[CH2:38][CH2:37][O:36][CH2:35][CH2:34]3)[CH:15]=2)=[CH:9][C:8]=1[CH3:39])C.[OH-].[Na+].Cl. The catalyst class is: 8. (4) Reactant: Cl.[F:2][C:3]1[CH:8]=[C:7]([F:9])[C:6]([F:10])=[CH:5][C:4]=1[C:11]1[CH:16]=[CH:15][C:14]([O:17][CH2:18][C:19]2[CH:20]=[C:21]([NH2:25])[CH:22]=[CH:23][CH:24]=2)=[CH:13][CH:12]=1.C(N(CC)CC)C.[CH3:33][S:34](Cl)(=[O:36])=[O:35]. Product: [F:2][C:3]1[CH:8]=[C:7]([F:9])[C:6]([F:10])=[CH:5][C:4]=1[C:11]1[CH:16]=[CH:15][C:14]([O:17][CH2:18][C:19]2[CH:20]=[C:21]([NH:25][S:34]([CH3:33])(=[O:36])=[O:35])[CH:22]=[CH:23][CH:24]=2)=[CH:13][CH:12]=1. The catalyst class is: 17. (5) Reactant: C[O:2][C:3]([C:5]1[C:9]([NH:10][C:11](=[O:29])[C:12]2[CH:17]=[CH:16][CH:15]=[C:14]([C:18]3[CH:19]=[N:20][N:21]([CH2:23][CH2:24][CH2:25][CH2:26][CH2:27][NH2:28])[CH:22]=3)[CH:13]=2)=[CH:8][N:7]([CH:30]2[CH2:35][CH2:34][O:33][CH2:32][CH2:31]2)[N:6]=1)=[O:4].O.[OH-].[Li+:38]. Product: [NH2:28][CH2:27][CH2:26][CH2:25][CH2:24][CH2:23][N:21]1[CH:22]=[C:18]([C:14]2[CH:13]=[C:12]([CH:17]=[CH:16][CH:15]=2)[C:11]([NH:10][C:9]2[C:5]([C:3]([O-:4])=[O:2])=[N:6][N:7]([CH:30]3[CH2:35][CH2:34][O:33][CH2:32][CH2:31]3)[CH:8]=2)=[O:29])[CH:19]=[N:20]1.[Li+:38]. The catalyst class is: 20. (6) Reactant: [CH3:1][C:2]1[O:6][C:5]([C:7]2[CH:12]=[CH:11][CH:10]=[CH:9][CH:8]=2)=[N:4][C:3]=1[CH2:13][O:14][C:15]1[CH:44]=[CH:43][C:18]([C:19]([NH:21][C:22]2[C:26](/[CH:27]=[CH:28]/[P:29](=[O:36])([O:33][CH2:34][CH3:35])[O:30][CH2:31][CH3:32])=[CH:25][N:24]([C:37]3[CH:42]=[CH:41][CH:40]=[CH:39][CH:38]=3)[N:23]=2)=[O:20])=[CH:17][CH:16]=1.[H-].[Na+].[CH3:47]N(C)C=O.CI. Product: [CH3:47][N:21]([C:19](=[O:20])[C:18]1[CH:43]=[CH:44][C:15]([O:14][CH2:13][C:3]2[N:4]=[C:5]([C:7]3[CH:12]=[CH:11][CH:10]=[CH:9][CH:8]=3)[O:6][C:2]=2[CH3:1])=[CH:16][CH:17]=1)[C:22]1[C:26](/[CH:27]=[CH:28]/[P:29](=[O:36])([O:33][CH2:34][CH3:35])[O:30][CH2:31][CH3:32])=[CH:25][N:24]([C:37]2[CH:38]=[CH:39][CH:40]=[CH:41][CH:42]=2)[N:23]=1. The catalyst class is: 6.